Dataset: Forward reaction prediction with 1.9M reactions from USPTO patents (1976-2016). Task: Predict the product of the given reaction. Given the reactants [BH4-].[Li+].C([O:5][C:6](=O)[CH2:7][O:8][C:9]1[CH:10]=[C:11]2[C:18](=[CH:19][CH:20]=1)[CH2:17][CH:16]1[CH:21]([NH:22][C:23]([O:25][C:26]([CH3:29])([CH3:28])[CH3:27])=[O:24])[CH:13]([CH2:14][CH2:15]1)[CH2:12]2)C, predict the reaction product. The product is: [C:26]([O:25][C:23](=[O:24])[NH:22][CH:21]1[CH:16]2[CH2:15][CH2:14][CH:13]1[CH2:12][C:11]1[C:18]([CH2:17]2)=[CH:19][CH:20]=[C:9]([O:8][CH2:7][CH2:6][OH:5])[CH:10]=1)([CH3:29])([CH3:27])[CH3:28].